This data is from Reaction yield outcomes from USPTO patents with 853,638 reactions. The task is: Predict the reaction yield, written as a fraction of the theoretical maximum amount of product (1.0 means a 100% yield; for example, 0.34 means a 34% yield). (1) The reactants are [BH4-].[Na+].C[O:4][C:5]([C:7]1[CH:20]=[C:19]([Cl:21])[C:18]2[C:9](=[C:10]3[C:15](=[CH:16][C:17]=2[O:22][CH3:23])[CH:14]=[CH:13][CH:12]=[N:11]3)[N:8]=1)=O. The product is [Cl:21][C:19]1[C:18]2[C:9](=[C:10]3[C:15](=[CH:16][C:17]=2[O:22][CH3:23])[CH:14]=[CH:13][CH:12]=[N:11]3)[N:8]=[C:7]([CH2:5][OH:4])[CH:20]=1. The catalyst is CO.C(Cl)Cl. The yield is 0.780. (2) The reactants are [Br:1][C:2]1[CH:3]=[C:4]([NH:13][C@H:14]2[CH2:19][CH2:18][C@H:17]([NH:20][C:21]([O:23][C:24]([CH3:27])([CH3:26])[CH3:25])=[O:22])[CH2:16][CH2:15]2)[C:5]([CH3:12])=[C:6]([CH:11]=1)[C:7]([O:9][CH3:10])=[O:8].[CH:28](=O)[CH3:29].C(O)(=O)C.C(O[BH-](OC(=O)C)OC(=O)C)(=O)C.[Na+]. The catalyst is ClC(Cl)C. The product is [Br:1][C:2]1[CH:3]=[C:4]([N:13]([C@H:14]2[CH2:19][CH2:18][C@H:17]([NH:20][C:21]([O:23][C:24]([CH3:27])([CH3:26])[CH3:25])=[O:22])[CH2:16][CH2:15]2)[CH2:28][CH3:29])[C:5]([CH3:12])=[C:6]([CH:11]=1)[C:7]([O:9][CH3:10])=[O:8]. The yield is 0.750.